This data is from Reaction yield outcomes from USPTO patents with 853,638 reactions. The task is: Predict the reaction yield, written as a fraction of the theoretical maximum amount of product (1.0 means a 100% yield; for example, 0.34 means a 34% yield). (1) The reactants are Br[C:2]1[N:6]([C:7]2[CH:12]=[CH:11][CH:10]=[CH:9][C:8]=2[F:13])[N:5]=[C:4]([C:14]([O:16][CH2:17][CH3:18])=[O:15])[CH:3]=1.C(=O)([O-])[O-].[K+].[K+].[C:25]1([SH:31])[CH:30]=[CH:29][CH:28]=[CH:27][CH:26]=1. The catalyst is CN(C)C=O.O. The product is [F:13][C:8]1[CH:9]=[CH:10][CH:11]=[CH:12][C:7]=1[N:6]1[C:2]([S:31][C:25]2[CH:30]=[CH:29][CH:28]=[CH:27][CH:26]=2)=[CH:3][C:4]([C:14]([O:16][CH2:17][CH3:18])=[O:15])=[N:5]1. The yield is 0.330. (2) The reactants are [CH2:1]([C:5]1[N:9]([CH2:10][C:11]2[CH:16]=[CH:15][C:14]([C:17]3[C:18]([C:23]#[N:24])=[CH:19][CH:20]=[CH:21][CH:22]=3)=[CH:13][CH:12]=2)[C:8](=[O:25])[NH:7][N:6]=1)[CH2:2][CH2:3][CH3:4].CC(C)([O-])C.[K+].CN(C)C=O.Br[CH2:38][C:39]([C:41]1[CH:46]=[CH:45][C:44]([F:47])=[CH:43][CH:42]=1)=[O:40]. The catalyst is C(OCC)(=O)C. The product is [CH2:1]([C:5]1[N:9]([CH2:10][C:11]2[CH:16]=[CH:15][C:14]([C:17]3[C:18]([C:23]#[N:24])=[CH:19][CH:20]=[CH:21][CH:22]=3)=[CH:13][CH:12]=2)[C:8](=[O:25])[N:7]([CH2:38][C:39]([C:41]2[CH:46]=[CH:45][C:44]([F:47])=[CH:43][CH:42]=2)=[O:40])[N:6]=1)[CH2:2][CH2:3][CH3:4]. The yield is 0.880. (3) The reactants are [CH3:1][C:2]1[CH:3]=[C:4]([CH2:18][C:19]([O:21]C(C)(C)C)=[O:20])[CH:5]=[CH:6][C:7]=1[NH:8][C:9]([NH:11][C:12]1[CH:17]=[CH:16][CH:15]=[CH:14][CH:13]=1)=[O:10].C(O)(C(F)(F)F)=O. The catalyst is C(Cl)Cl. The product is [CH3:1][C:2]1[CH:3]=[C:4]([CH2:18][C:19]([OH:21])=[O:20])[CH:5]=[CH:6][C:7]=1[NH:8][C:9]([NH:11][C:12]1[CH:17]=[CH:16][CH:15]=[CH:14][CH:13]=1)=[O:10]. The yield is 0.730. (4) The reactants are I[C:2]1[C:10]2[C:5](=[CH:6][CH:7]=[CH:8][CH:9]=2)[N:4]([C:11]([O:13][C:14]([CH3:17])([CH3:16])[CH3:15])=[O:12])[N:3]=1.[CH3:18][Si:19]([C:22]#[CH:23])([CH3:21])[CH3:20]. The catalyst is C(Cl)Cl.Cl[Pd](Cl)([P](C1C=CC=CC=1)(C1C=CC=CC=1)C1C=CC=CC=1)[P](C1C=CC=CC=1)(C1C=CC=CC=1)C1C=CC=CC=1. The product is [CH3:18][Si:19]([C:22]#[C:23][C:2]1[C:10]2[C:5](=[CH:6][CH:7]=[CH:8][CH:9]=2)[N:4]([C:11]([O:13][C:14]([CH3:17])([CH3:16])[CH3:15])=[O:12])[N:3]=1)([CH3:21])[CH3:20]. The yield is 0.690. (5) The reactants are [CH3:1][C:2]1[CH:11]=[CH:10][C:9]2[C:4](=[CH:5][CH:6]=[C:7]([C:12]([OH:14])=O)[CH:8]=2)[N:3]=1.CN(C(ON1N=NC2C=CC=NC1=2)=[N+](C)C)C.F[P-](F)(F)(F)(F)F.[NH2:39][CH2:40][CH:41]([OH:53])[CH2:42][N:43]1[CH2:52][CH2:51][C:50]2[C:45](=[CH:46][CH:47]=[CH:48][CH:49]=2)[CH2:44]1. The catalyst is C(Cl)Cl. The product is [CH2:44]1[C:45]2[C:50](=[CH:49][CH:48]=[CH:47][CH:46]=2)[CH2:51][CH2:52][N:43]1[CH2:42][CH:41]([OH:53])[CH2:40][NH:39][C:12]([C:7]1[CH:8]=[C:9]2[C:4](=[CH:5][CH:6]=1)[N:3]=[C:2]([CH3:1])[CH:11]=[CH:10]2)=[O:14]. The yield is 0.530. (6) The reactants are [CH2:1]([O:3][C:4]1[CH:9]=[CH:8][C:7]([C:10]2[CH:11]=[C:12]3[C:16](=[CH:17][CH:18]=2)[C:15](=[O:19])[O:14][CH2:13]3)=[C:6]([OH:20])[C:5]=1[O:21][CH3:22])[CH3:2].C(=O)([O-])[O-].[K+].[K+].[CH2:29](I)[CH3:30]. The catalyst is C(#N)C. The product is [CH2:29]([O:20][C:6]1[C:5]([O:21][CH3:22])=[C:4]([O:3][CH2:1][CH3:2])[CH:9]=[CH:8][C:7]=1[C:10]1[CH:11]=[C:12]2[C:16](=[CH:17][CH:18]=1)[C:15](=[O:19])[O:14][CH2:13]2)[CH3:30]. The yield is 0.610. (7) The reactants are Br[C:2]1[C:14]([CH3:15])=[CH:13][C:5]([C:6]([NH:8][S:9]([CH3:12])(=[O:11])=[O:10])=[O:7])=[C:4]([F:16])[CH:3]=1.[Cl:17][C:18]1[C:19]([F:33])=[N:20][CH:21]=[C:22](B2OC(C)(C)C(C)(C)O2)[CH:23]=1.C([O-])([O-])=O.[Na+].[Na+].Cl. The catalyst is C1C=CC([P]([Pd]([P](C2C=CC=CC=2)(C2C=CC=CC=2)C2C=CC=CC=2)([P](C2C=CC=CC=2)(C2C=CC=CC=2)C2C=CC=CC=2)[P](C2C=CC=CC=2)(C2C=CC=CC=2)C2C=CC=CC=2)(C2C=CC=CC=2)C2C=CC=CC=2)=CC=1.O1CCOCC1. The product is [Cl:17][C:18]1[CH:23]=[C:22]([C:2]2[C:14]([CH3:15])=[CH:13][C:5]([C:6]([NH:8][S:9]([CH3:12])(=[O:11])=[O:10])=[O:7])=[C:4]([F:16])[CH:3]=2)[CH:21]=[N:20][C:19]=1[F:33]. The yield is 0.734. (8) The reactants are [F:1][C:2]1[CH:10]=[CH:9][C:8]([CH2:11][C:12]2[C:21]3[C:16](=[CH:17][CH:18]=[CH:19][CH:20]=3)[C:15](=[O:22])[NH:14][N:13]=2)=[CH:7][C:3]=1[C:4](O)=[O:5].F[P-](F)(F)(F)(F)F.N1(OC(N(C)C)=[N+](C)C)C2C=CC=CC=2N=N1.Cl.[Br:48][C:49]1[N:50]=[C:51]([C:58]([F:61])([F:60])[F:59])[N:52]2[CH2:57][CH2:56][NH:55][CH2:54][C:53]=12.C(N(CC)C(C)C)(C)C. The catalyst is CN(C)C=O.O. The product is [Br:48][C:49]1[N:50]=[C:51]([C:58]([F:60])([F:59])[F:61])[N:52]2[CH2:57][CH2:56][N:55]([C:4]([C:3]3[CH:7]=[C:8]([CH2:11][C:12]4[C:21]5[C:16](=[CH:17][CH:18]=[CH:19][CH:20]=5)[C:15](=[O:22])[NH:14][N:13]=4)[CH:9]=[CH:10][C:2]=3[F:1])=[O:5])[CH2:54][C:53]=12. The yield is 0.480. (9) The reactants are [NH2:1][C@@H:2]1[C:16](=[O:17])[N:15]2[CH2:18][C@H:19]([O:21][C:22]3[C:31]([C:32]4[S:33][C:34]5[CH:40]=[CH:39][CH:38]=[CH:37][C:35]=5[N:36]=4)=[N:30][C:29]4[C:24](=[CH:25][CH:26]=[CH:27][CH:28]=4)[N:23]=3)[CH2:20][C@H:14]2[C:13](=[O:41])[NH:12][C@:11]2([C:43]([NH:45][S:46]([CH:49]3[CH2:51][CH2:50]3)(=[O:48])=[O:47])=[O:44])[CH2:42][C@H:10]2[CH2:9][C:8]([F:53])([F:52])[CH2:7][CH2:6][CH2:5][CH2:4][CH2:3]1.Cl.N[C@@H]1C(=O)[N:69]2[CH2:72][C@H:73]([O:75]C3C(C4SC5C=CC=CC=5N=4)=NC4C(=CC=CC=4)N=3)[CH2:74][C@H:68]2[C:67](=[O:95])N[C@]2(C(NS(C3CC3)(=O)=O)=O)C[C@H]2CC(F)(F)CCCCC1.C(N(C(C)C)CC)(C)C.CC1ON=C(C(O)=O)C=1.CN(C(ON1N=NC2C=CC=NC1=2)=[N+](C)C)C.F[P-](F)(F)(F)(F)F.Cl. The catalyst is CN(C=O)C. The product is [S:33]1[C:34]2[CH:40]=[CH:39][CH:38]=[CH:37][C:35]=2[N:36]=[C:32]1[C:31]1[C:22]([O:21][C@H:19]2[CH2:18][N:15]3[C:16](=[O:17])[C@@H:2]([NH:1][C:67]([C:68]4[CH:74]=[C:73]([CH3:72])[O:75][N:69]=4)=[O:95])[CH2:3][CH2:4][CH2:5][CH2:6][CH2:7][C:8]([F:52])([F:53])[CH2:9][C@@H:10]4[CH2:42][C@@:11]4([C:43](=[O:44])[NH:45][S:46]([CH:49]4[CH2:51][CH2:50]4)(=[O:48])=[O:47])[NH:12][C:13](=[O:41])[C@@H:14]3[CH2:20]2)=[N:23][C:24]2[C:29]([N:30]=1)=[CH:28][CH:27]=[CH:26][CH:25]=2. The yield is 0.810. (10) The yield is 0.770. The reactants are [NH2:1][C:2]1[C:7]([N+:8]([O-])=O)=[C:6]([NH:11][C:12]23[C:18]([CH3:20])([CH3:19])[C:15]([CH3:21])([CH2:16][CH2:17]2)[C:14](=[O:22])[CH2:13]3)[C:5]([Cl:23])=[CH:4][N:3]=1. The product is [NH2:1][C:2]1[C:7]([NH2:8])=[C:6]([NH:11][C:12]23[C:18]([CH3:19])([CH3:20])[C:15]([CH3:21])([CH2:16][CH2:17]2)[C:14](=[O:22])[CH2:13]3)[C:5]([Cl:23])=[CH:4][N:3]=1. The catalyst is [Ni].CO.